This data is from Peptide-MHC class II binding affinity with 134,281 pairs from IEDB. The task is: Regression. Given a peptide amino acid sequence and an MHC pseudo amino acid sequence, predict their binding affinity value. This is MHC class II binding data. The MHC is DRB1_0101 with pseudo-sequence DRB1_0101. The binding affinity (normalized) is 0.0789. The peptide sequence is TAIKEVVMAYVGIKLGDK.